This data is from Reaction yield outcomes from USPTO patents with 853,638 reactions. The task is: Predict the reaction yield, written as a fraction of the theoretical maximum amount of product (1.0 means a 100% yield; for example, 0.34 means a 34% yield). (1) The reactants are C([O:3][C:4]([C:6]1[N:7]=[CH:8][N:9]([CH2:18][CH:19]([CH3:21])[CH3:20])[C:10]=1[C:11]1[CH:16]=[CH:15][CH:14]=[CH:13][C:12]=1[Br:17])=[O:5])C.[OH-].[Na+].OS([O-])(=O)=O.[K+]. The catalyst is CO.O. The product is [Br:17][C:12]1[CH:13]=[CH:14][CH:15]=[CH:16][C:11]=1[C:10]1[N:9]([CH2:18][CH:19]([CH3:21])[CH3:20])[CH:8]=[N:7][C:6]=1[C:4]([OH:5])=[O:3]. The yield is 0.870. (2) The reactants are C(O[CH:4](OCC)[CH2:5][N:6]([CH3:8])[CH3:7])C.Cl.[OH-].[K+].[Cl:15][C:16]1[CH:21]=[CH:20][C:19]([NH:22][C:23]2[C:24]3[CH:32]=[C:31]([NH:33][C:34](=[O:44])[CH2:35]P(=O)(OCC)OCC)[N:30]=[CH:29][C:25]=3[N:26]=[CH:27][N:28]=2)=[CH:18][C:17]=1[C:45]#[CH:46].[Li+].[Cl-]. The catalyst is O.C(Cl)Cl.CO.CC(N(C)C)=O.C1COCC1. The product is [Cl:15][C:16]1[CH:21]=[CH:20][C:19]([NH:22][C:23]2[C:24]3[CH:32]=[C:31]([NH:33][C:34](=[O:44])/[CH:35]=[CH:4]/[CH2:5][N:6]([CH3:7])[CH3:8])[N:30]=[CH:29][C:25]=3[N:26]=[CH:27][N:28]=2)=[CH:18][C:17]=1[C:45]#[CH:46]. The yield is 0.950.